This data is from Forward reaction prediction with 1.9M reactions from USPTO patents (1976-2016). The task is: Predict the product of the given reaction. Given the reactants [CH:1](=O)[C:2]1[CH:7]=[CH:6][CH:5]=[CH:4][CH:3]=1.[C:9]([O:13][C:14](=[O:19])[NH:15][CH2:16][CH2:17][NH2:18])([CH3:12])([CH3:11])[CH3:10].C(O[BH-](OC(=O)C)OC(=O)C)(=O)C.[Na+].ClCCl, predict the reaction product. The product is: [C:9]([O:13][C:14](=[O:19])[NH:15][CH2:16][CH2:17][NH:18][CH2:1][C:2]1[CH:7]=[CH:6][CH:5]=[CH:4][CH:3]=1)([CH3:12])([CH3:10])[CH3:11].